Predict the reactants needed to synthesize the given product. From a dataset of Full USPTO retrosynthesis dataset with 1.9M reactions from patents (1976-2016). Given the product [N+:19]([C:18]1[CH:17]=[CH:16][S:15][C:14]=1[N:9]1[CH2:10][CH2:11][O:7][C:8]1=[O:12])([O-:21])=[O:20], predict the reactants needed to synthesize it. The reactants are: CC(C)([O-])C.[K+].[O:7]1[CH2:11][CH2:10][NH:9][C:8]1=[O:12].Cl[C:14]1[S:15][CH:16]=[CH:17][C:18]=1[N+:19]([O-:21])=[O:20].